From a dataset of Forward reaction prediction with 1.9M reactions from USPTO patents (1976-2016). Predict the product of the given reaction. Given the reactants N1([C:6](N2C=CN=C2)=[O:7])C=CN=C1.[CH2:13]([CH:15]([CH2:18][CH3:19])[CH2:16][OH:17])[CH3:14].[CH3:20][S:21]([C:24]1[CH:29]=[CH:28][C:27]([N:30]2[C:34]3=[N:35][CH:36]=[N:37][C:38]([O:39][CH:40]4[CH2:45][CH2:44][NH:43][CH2:42][CH2:41]4)=[C:33]3[CH:32]=[N:31]2)=[CH:26][CH:25]=1)(=[O:23])=[O:22].C(N(CC)CC)C, predict the reaction product. The product is: [CH2:13]([CH:15]([CH2:18][CH3:19])[CH2:16][O:17][C:6]([N:43]1[CH2:44][CH2:45][CH:40]([O:39][C:38]2[N:37]=[CH:36][N:35]=[C:34]3[N:30]([C:27]4[CH:28]=[CH:29][C:24]([S:21]([CH3:20])(=[O:22])=[O:23])=[CH:25][CH:26]=4)[N:31]=[CH:32][C:33]=23)[CH2:41][CH2:42]1)=[O:7])[CH3:14].